Dataset: Forward reaction prediction with 1.9M reactions from USPTO patents (1976-2016). Task: Predict the product of the given reaction. (1) Given the reactants C1(P(C2C=CC=CC=2)C2C=CC=CC=2)C=CC=CC=1.CCOC(/N=N/C(OCC)=O)=O.C(N(CC)CC)C.[C:39]1([CH:45]([OH:48])[CH2:46][CH3:47])[CH:44]=[CH:43][CH:42]=[CH:41][CH:40]=1.[Cl:49][C:50]1[CH:55]=[C:54]([Cl:56])[CH:53]=[CH:52][C:51]=1[C:57]1[N:58]2[N:65]=[C:64]([CH3:66])[C:63](O)=[C:59]2[O:60][C:61]=1[CH3:62].[Cl-].[NH4+], predict the reaction product. The product is: [Cl:49][C:50]1[CH:55]=[C:54]([Cl:56])[CH:53]=[CH:52][C:51]=1[C:57]1[N:58]2[N:65]=[C:64]([CH3:66])[C:63]([O:48][CH:45]([C:39]3[CH:44]=[CH:43][CH:42]=[CH:41][CH:40]=3)[CH2:46][CH3:47])=[C:59]2[O:60][C:61]=1[CH3:62]. (2) Given the reactants [F:1][CH:2]([F:15])[C:3]1[CH:7]=[C:6]([CH:8]([F:10])[F:9])[N:5]([CH2:11][C:12]([OH:14])=O)[N:4]=1.[Cl-].[F:17][C:18]1[CH:23]=[C:22]([NH:24][S:25]([CH3:28])(=[O:27])=[O:26])[CH:21]=[C:20]([F:29])[C:19]=1[CH:30]1[O:34][N:33]=[C:32]([C:35]2[N:36]=[C:37]([CH:40]3[CH2:45][CH2:44][NH2+:43][CH2:42][CH2:41]3)[S:38][CH:39]=2)[CH2:31]1.F[P-](F)(F)(F)(F)F.Br[P+](N1CCCC1)(N1CCCC1)N1CCCC1.C(=O)([O-])O.[Na+], predict the reaction product. The product is: [F:15][CH:2]([F:1])[C:3]1[CH:7]=[C:6]([CH:8]([F:9])[F:10])[N:5]([CH2:11][C:12]([N:43]2[CH2:44][CH2:45][CH:40]([C:37]3[S:38][CH:39]=[C:35]([C:32]4[CH2:31][CH:30]([C:19]5[C:20]([F:29])=[CH:21][C:22]([NH:24][S:25]([CH3:28])(=[O:27])=[O:26])=[CH:23][C:18]=5[F:17])[O:34][N:33]=4)[N:36]=3)[CH2:41][CH2:42]2)=[O:14])[N:4]=1.